Task: Predict which catalyst facilitates the given reaction.. Dataset: Catalyst prediction with 721,799 reactions and 888 catalyst types from USPTO (1) Reactant: [Cl:1][C:2]1[C:9]([CH:10]=[CH2:11])=[CH:8][CH:7]=[C:6]([F:12])[C:3]=1[C:4]#[N:5].C1C=C(Cl)C=C(C(OO)=[O:21])C=1. Product: [Cl:1][C:2]1[C:9]([CH:10]2[CH2:11][O:21]2)=[CH:8][CH:7]=[C:6]([F:12])[C:3]=1[C:4]#[N:5]. The catalyst class is: 22. (2) Reactant: [CH3:1][O:2][C:3]([C:5]1[CH:14]=[C:13]([OH:15])[C:12]2[C:7](=[C:8]([NH2:16])[CH:9]=[CH:10][CH:11]=2)[N:6]=1)=[O:4].[CH:17](=O)[C:18]1[CH:23]=[CH:22][CH:21]=[CH:20][CH:19]=1.[BH4-].[Na+]. Product: [CH3:1][O:2][C:3]([C:5]1[CH:14]=[C:13]([OH:15])[C:12]2[C:7](=[C:8]([NH:16][CH2:17][C:18]3[CH:23]=[CH:22][CH:21]=[CH:20][CH:19]=3)[CH:9]=[CH:10][CH:11]=2)[N:6]=1)=[O:4]. The catalyst class is: 5. (3) Reactant: [Si:1]([O:8][C:9]1[CH:14]=[CH:13][C:12]([C:15]2[N:16]=[C:17]([CH2:22][CH2:23][C:24]3[CH:29]=[CH:28][CH:27]=[CH:26][CH:25]=3)[C:18]([NH2:21])=[N:19][CH:20]=2)=[CH:11][CH:10]=1)([C:4]([CH3:7])([CH3:6])[CH3:5])([CH3:3])[CH3:2].[Si:30]([O:37][C:38]1[CH:43]=[CH:42][C:41]([CH2:44][C:45](Cl)=[O:46])=[CH:40][CH:39]=1)([C:33]([CH3:36])([CH3:35])[CH3:34])([CH3:32])[CH3:31].O. Product: [Si:30]([O:37][C:38]1[CH:39]=[CH:40][C:41]([CH2:44][C:45]([NH:21][C:18]2[C:17]([CH2:22][CH2:23][C:24]3[CH:29]=[CH:28][CH:27]=[CH:26][CH:25]=3)=[N:16][C:15]([C:12]3[CH:11]=[CH:10][C:9]([O:8][Si:1]([C:4]([CH3:7])([CH3:5])[CH3:6])([CH3:2])[CH3:3])=[CH:14][CH:13]=3)=[CH:20][N:19]=2)=[O:46])=[CH:42][CH:43]=1)([C:33]([CH3:36])([CH3:35])[CH3:34])([CH3:32])[CH3:31]. The catalyst class is: 341.